This data is from Forward reaction prediction with 1.9M reactions from USPTO patents (1976-2016). The task is: Predict the product of the given reaction. (1) Given the reactants [C:1]([C:3]1[CH:20]=[CH:19][CH:18]=[CH:17][C:4]=1[O:5][CH2:6][C:7]1[CH:16]=[CH:15][C:10]([C:11]([O:13]C)=[O:12])=[CH:9][CH:8]=1)#[N:2].[OH-].[Na+], predict the reaction product. The product is: [C:1]([C:3]1[CH:20]=[CH:19][CH:18]=[CH:17][C:4]=1[O:5][CH2:6][C:7]1[CH:16]=[CH:15][C:10]([C:11]([OH:13])=[O:12])=[CH:9][CH:8]=1)#[N:2]. (2) Given the reactants Br[C:2]1[CH:7]=[CH:6][CH:5]=[C:4]([S:8]([CH3:11])(=[O:10])=[O:9])[N:3]=1.C([Li])CCC.Br[C:18]1[S:22][C:21]([C:23]2[N:27]3[N:28]=[C:29]([CH3:37])[CH:30]=[C:31]([CH:32]([CH2:35][CH3:36])[CH2:33][CH3:34])[C:26]3=[N:25][C:24]=2[CH3:38])=[C:20]([CH3:39])[CH:19]=1, predict the reaction product. The product is: [CH2:33]([CH:32]([C:31]1[C:26]2[N:27]([C:23]([C:21]3[S:22][C:18]([C:2]4[CH:7]=[CH:6][CH:5]=[C:4]([S:8]([CH3:11])(=[O:10])=[O:9])[N:3]=4)=[CH:19][C:20]=3[CH3:39])=[C:24]([CH3:38])[N:25]=2)[N:28]=[C:29]([CH3:37])[CH:30]=1)[CH2:35][CH3:36])[CH3:34]. (3) Given the reactants [F:1][C:2]1[CH:10]=[C:9]2[C:5]([C:6]([C:20]3[CH:21]=[N:22][NH:23][CH:24]=3)=[CH:7][N:8]2[S:11]([C:14]2[CH:19]=[CH:18][CH:17]=[CH:16][CH:15]=2)(=[O:13])=[O:12])=[CH:4][CH:3]=1.I[CH:26]1[CH2:29][N:28]([C:30]([O:32][C:33]([CH3:36])([CH3:35])[CH3:34])=[O:31])[CH2:27]1, predict the reaction product. The product is: [F:1][C:2]1[CH:10]=[C:9]2[C:5]([C:6]([C:20]3[CH:24]=[N:23][N:22]([CH:26]4[CH2:27][N:28]([C:30]([O:32][C:33]([CH3:36])([CH3:35])[CH3:34])=[O:31])[CH2:29]4)[CH:21]=3)=[CH:7][N:8]2[S:11]([C:14]2[CH:15]=[CH:16][CH:17]=[CH:18][CH:19]=2)(=[O:12])=[O:13])=[CH:4][CH:3]=1.